Task: Predict the reaction yield, written as a fraction of the theoretical maximum amount of product (1.0 means a 100% yield; for example, 0.34 means a 34% yield).. Dataset: Reaction yield outcomes from USPTO patents with 853,638 reactions The reactants are [C:1]1([CH3:32])[CH:6]=[CH:5][C:4]([S:7]([NH:10][C:11]2[CH:12]=[C:13]([C:17]3[O:21][C:20]([C:22]4[CH:31]=[CH:30][C:25]([C:26]([O:28]C)=[O:27])=[CH:24][CH:23]=4)=[N:19][N:18]=3)[CH:14]=[CH:15][CH:16]=2)(=[O:9])=[O:8])=[CH:3][CH:2]=1.[OH-].[Na+]. The catalyst is C1COCC1. The product is [C:1]1([CH3:32])[CH:2]=[CH:3][C:4]([S:7]([NH:10][C:11]2[CH:12]=[C:13]([C:17]3[O:21][C:20]([C:22]4[CH:23]=[CH:24][C:25]([C:26]([OH:28])=[O:27])=[CH:30][CH:31]=4)=[N:19][N:18]=3)[CH:14]=[CH:15][CH:16]=2)(=[O:8])=[O:9])=[CH:5][CH:6]=1. The yield is 0.590.